Dataset: Forward reaction prediction with 1.9M reactions from USPTO patents (1976-2016). Task: Predict the product of the given reaction. (1) Given the reactants N1C=CC=CC=1.[N:7]1[CH:12]=[CH:11][CH:10]=[C:9]([C:13]2[N:14]=[N:15][N:16]([C:18]3[O:22][C:21]([C:23]([NH2:25])=O)=[CH:20][CH:19]=3)[CH:17]=2)[CH:8]=1.FC(F)(F)S(OS(C(F)(F)F)(=O)=O)(=O)=O, predict the reaction product. The product is: [N:7]1[CH:12]=[CH:11][CH:10]=[C:9]([C:13]2[N:14]=[N:15][N:16]([C:18]3[O:22][C:21]([C:23]#[N:25])=[CH:20][CH:19]=3)[CH:17]=2)[CH:8]=1. (2) Given the reactants C1(C2C(O[C@@H]3CCCN(CC4C=CC(Cl)=C(Cl)C=4)C3)=CC(F)=C(C=2)C(O)=O)CC1.[CH:30]1([C:33]2[C:34]([O:43][C@@H:44]3[CH2:49][CH2:48][CH2:47][N:46]([CH2:50][C:51]4[CH:56]=[CH:55][CH:54]=[CH:53][C:52]=4[Cl:57])[CH2:45]3)=[CH:35][C:36]([F:42])=[C:37]([CH:41]=2)[C:38](O)=[O:39])[CH2:32][CH2:31]1.CS(N)(=O)=O.[CH:63]1([S:66]([NH2:69])(=[O:68])=[O:67])[CH2:65][CH2:64]1, predict the reaction product. The product is: [Cl:57][C:52]1[CH:53]=[CH:54][CH:55]=[CH:56][C:51]=1[CH2:50][N:46]1[CH2:47][CH2:48][CH2:49][C@@H:44]([O:43][C:34]2[C:33]([CH:30]3[CH2:31][CH2:32]3)=[CH:41][C:37]([C:38]([NH:69][S:66]([CH:63]3[CH2:65][CH2:64]3)(=[O:68])=[O:67])=[O:39])=[C:36]([F:42])[CH:35]=2)[CH2:45]1. (3) Given the reactants Cl[CH:2]([C:18]1[CH:23]=[CH:22][CH:21]=[CH:20][CH:19]=1)[C:3]([C:5]1[C:13]2[C:8](=[CH:9][CH:10]=[CH:11][CH:12]=2)[N:7]([CH2:14][CH2:15][CH2:16][OH:17])[CH:6]=1)=[O:4].[CH3:24][O:25][C:26]1[CH:27]=[C:28]([CH:30]=[C:31]([O:33][CH3:34])[CH:32]=1)[NH2:29], predict the reaction product. The product is: [CH3:34][O:33][C:31]1[CH:30]=[C:28]([NH:29][CH:2]([C:18]2[CH:23]=[CH:22][CH:21]=[CH:20][CH:19]=2)[C:3]([C:5]2[C:13]3[C:8](=[CH:9][CH:10]=[CH:11][CH:12]=3)[N:7]([CH2:14][CH2:15][CH2:16][OH:17])[CH:6]=2)=[O:4])[CH:27]=[C:26]([O:25][CH3:24])[CH:32]=1. (4) Given the reactants [C:1]1(B(O)O)[CH:6]=[CH:5][CH:4]=[CH:3][CH:2]=1.[Br:10][C:11]1[CH:16]=[CH:15][CH:14]=[CH:13][C:12]=1[OH:17].N1C=CC=CC=1, predict the reaction product. The product is: [Br:10][C:11]1[CH:16]=[CH:15][CH:14]=[CH:13][C:12]=1[O:17][C:1]1[CH:6]=[CH:5][CH:4]=[CH:3][CH:2]=1. (5) Given the reactants Cl[C:2]1[CH:3]=[C:4]([C:14]([O:16][CH3:17])=[O:15])[C:5]([C:8]2[CH:9]=[N:10][CH:11]=[CH:12][CH:13]=2)=[N:6][CH:7]=1.[CH3:18][C:19]1[CH:20]=[C:21](B(O)O)[CH:22]=[C:23]([CH3:25])[CH:24]=1.C(=O)([O-])[O-].[Cs+].[Cs+].C1(P(C2CCCCC2)C2CCCCC2)CCCCC1, predict the reaction product. The product is: [CH3:18][C:19]1[CH:20]=[C:21]([C:2]2[CH:3]=[C:4]([C:14]([O:16][CH3:17])=[O:15])[C:5]([C:8]3[CH:9]=[N:10][CH:11]=[CH:12][CH:13]=3)=[N:6][CH:7]=2)[CH:22]=[C:23]([CH3:25])[CH:24]=1. (6) Given the reactants [N-:1]=[N+:2]=[N-:3].[CH:17]1[CH:22]=[CH:21][C:20](P([C:17]2[CH:22]=[CH:21][CH:20]=[CH:19][CH:18]=2)[C:17]2[CH:22]=[CH:21][CH:20]=[CH:19][CH:18]=2)=[CH:19][CH:18]=1.CC([O:27]C(OC(OC(C)(C)C)=O)=O)(C)C.CC[N:40]([CH2:43][CH3:44])[CH2:41][CH3:42].[CH2:45]1[CH2:49]O[CH2:47][CH2:46]1.O, predict the reaction product. The product is: [N:1]([N:40]1[C:41](=[O:27])[CH2:42][C:22]2[CH:21]=[CH:20][CH:19]=[CH:18][C:17]=2[C:49]2[CH:45]=[CH:46][CH:47]=[CH:44][C:43]1=2)=[N+:2]=[N-:3]. (7) Given the reactants [NH:1]1[C:9]2[C:4](=[C:5]([C:10]3[CH:18]=[C:17]4[C:13]([CH:14]=[N:15][NH:16]4)=[C:12]([C:19]4[O:20][C:21]([CH2:24][N:25]5[CH2:30][CH2:29][N:28]([CH:31]([CH3:33])[CH3:32])[CH2:27][CH2:26]5)=[CH:22][N:23]=4)[CH:11]=3)[CH:6]=[CH:7][CH:8]=2)[CH:3]=[CH:2]1.[ClH:34].C(OCC)C, predict the reaction product. The product is: [ClH:34].[NH:1]1[C:9]2[C:4](=[C:5]([C:10]3[CH:18]=[C:17]4[C:13]([CH:14]=[N:15][NH:16]4)=[C:12]([C:19]4[O:20][C:21]([CH2:24][N:25]5[CH2:26][CH2:27][N:28]([CH:31]([CH3:33])[CH3:32])[CH2:29][CH2:30]5)=[CH:22][N:23]=4)[CH:11]=3)[CH:6]=[CH:7][CH:8]=2)[CH:3]=[CH:2]1. (8) The product is: [Cl:9][C:10]1[C:15]2[CH:16]=[CH:17][N:1]([CH:2]3[CH2:5][C:4]([CH2:7][OH:8])([OH:6])[CH2:3]3)[C:14]=2[N:13]=[CH:12][N:11]=1. Given the reactants [NH2:1][CH:2]1[CH2:5][C:4]([CH2:7][OH:8])([OH:6])[CH2:3]1.[Cl:9][C:10]1[C:15]([CH2:16][CH:17]=O)=[C:14](Cl)[N:13]=[CH:12][N:11]=1.C(N(C(C)C)CC)(C)C.FC(F)(F)C(O)=O.C(=O)([O-])O.[Na+], predict the reaction product.